Predict which catalyst facilitates the given reaction. From a dataset of Catalyst prediction with 721,799 reactions and 888 catalyst types from USPTO. (1) Reactant: [Cl-].[CH3:2][NH:3][C:4](=O)[CH3:5].N1C(C)=CC=CC=1C.C(OC([N:22]1[CH2:29][CH2:28][C@:27]2([CH3:32])[C@H:30]([CH3:31])[C@H:23]1[CH2:24][C:25]1[CH:36]=[CH:35][C:34]([C:37]([NH:39][NH2:40])=O)=[CH:33][C:26]=12)=O)(C)(C)C. Product: [CH3:2][N:3]1[C:4]([CH3:5])=[N:40][N:39]=[C:37]1[C:34]1[CH:35]=[CH:36][C:25]2[CH2:24][C@@H:23]3[C@@H:30]([CH3:31])[C@:27]([CH3:32])([C:26]=2[CH:33]=1)[CH2:28][CH2:29][NH:22]3. The catalyst class is: 4. (2) Reactant: N[C:2]1[C:6]([C:7]#[N:8])=[C:5]([S:9][CH3:10])[S:4][C:3]=1[C:11]([O:13][CH2:14][CH3:15])=[O:12].N(OCCC(C)C)=O. Product: [C:7]([C:6]1[CH:2]=[C:3]([C:11]([O:13][CH2:14][CH3:15])=[O:12])[S:4][C:5]=1[S:9][CH3:10])#[N:8]. The catalyst class is: 9. (3) Reactant: [CH2:1]([S:3]([C:6]1[CH:31]=[CH:30][C:9]([O:10][C:11]2[CH:12]=[CH:13][C:14]([NH:21][C:22]([C:24]3[CH:29]=[CH:28][CH:27]=[CH:26][N:25]=3)=[O:23])=[C:15]([CH:20]=2)[C:16]([O:18][CH3:19])=[O:17])=[CH:8][CH:7]=1)(=[O:5])=[O:4])[CH3:2].[N+:32]([O-])([O-:34])=[O:33].[K+]. Product: [CH2:1]([S:3]([C:6]1[CH:7]=[CH:8][C:9]([O:10][C:11]2[CH:12]=[C:13]([N+:32]([O-:34])=[O:33])[C:14]([NH:21][C:22]([C:24]3[CH:29]=[CH:28][CH:27]=[CH:26][N:25]=3)=[O:23])=[C:15]([CH:20]=2)[C:16]([O:18][CH3:19])=[O:17])=[CH:30][CH:31]=1)(=[O:4])=[O:5])[CH3:2]. The catalyst class is: 55. (4) Reactant: [O:1]1[C:5]2[CH:6]=[C:7]3[CH2:11][CH:10]([CH2:12][NH2:13])[C:8]3=[CH:9][C:4]=2[O:3][CH2:2]1.O.[OH-].[Na+].Cl[C:18]([O:20][CH2:21][CH3:22])=[O:19]. Product: [CH2:21]([O:20][C:18](=[O:19])[NH:13][CH2:12][CH:10]1[C:8]2=[CH:9][C:4]3[O:3][CH2:2][O:1][C:5]=3[CH:6]=[C:7]2[CH2:11]1)[CH3:22]. The catalyst class is: 4. (5) Reactant: [CH2:1]([O:8][C:9]1[CH:16]=[CH:15][C:12]([C:13]#[N:14])=[CH:11][C:10]=1[O:17][CH2:18][CH2:19][NH:20]C(OC(C)(C)C)=O)[C:2]1[CH:7]=[CH:6][CH:5]=[CH:4][CH:3]=1.[ClH:28]. Product: [ClH:28].[NH2:20][CH2:19][CH2:18][O:17][C:10]1[CH:11]=[C:12]([CH:15]=[CH:16][C:9]=1[O:8][CH2:1][C:2]1[CH:7]=[CH:6][CH:5]=[CH:4][CH:3]=1)[C:13]#[N:14]. The catalyst class is: 12. (6) Reactant: C1C=CC2N(O)N=NC=2C=1.CCN(C(C)C)C(C)C.[C:20]1([C:26]2[O:30][N:29]=[C:28]([C:31]([OH:33])=O)[CH:27]=2)[CH:25]=[CH:24][CH:23]=[CH:22][CH:21]=1.CCN=C=NCCCN(C)C.Cl.[NH2:46][CH2:47][C:48]([N:50]1[CH2:55][CH2:54][N:53]([C:56](=[O:68])[C:57]2[CH:62]=[C:61]([F:63])[CH:60]=[CH:59][C:58]=2[C:64]([F:67])([F:66])[F:65])[CH2:52][CH2:51]1)=[O:49]. Product: [F:63][C:61]1[CH:60]=[CH:59][C:58]([C:64]([F:66])([F:65])[F:67])=[C:57]([CH:62]=1)[C:56]([N:53]1[CH2:54][CH2:55][N:50]([C:48](=[O:49])[CH2:47][NH:46][C:31]([C:28]2[CH:27]=[C:26]([C:20]3[CH:21]=[CH:22][CH:23]=[CH:24][CH:25]=3)[O:30][N:29]=2)=[O:33])[CH2:51][CH2:52]1)=[O:68]. The catalyst class is: 18.